From a dataset of Catalyst prediction with 721,799 reactions and 888 catalyst types from USPTO. Predict which catalyst facilitates the given reaction. (1) Reactant: [Na].[O-][CH2:3]CCC.COC1C=[C:17]2[C:12]([CH2:13][CH2:14][C:15](=[O:19])[CH2:16]2)=[CH:11][CH:10]=1.CI.[CH2:22]1[CH2:26][O:25][CH2:24][CH2:23]1. Product: [CH3:24][O:25][C:26]1[CH:22]=[C:23]2[C:12]([CH2:17][CH2:16][C:15](=[O:19])[C:14]2([CH3:13])[CH3:3])=[CH:11][CH:10]=1. The catalyst class is: 161. (2) Reactant: [CH:1]([C:4]1[C:5](=[O:15])[NH:6][C:7]2([CH2:14][CH2:13][CH2:12][CH2:11][CH2:10][CH2:9]2)[N:8]=1)([CH3:3])[CH3:2].[H-].[Na+].[CH2:18](Br)[C:19]#[CH:20]. Product: [CH:1]([C:4]1[C:5](=[O:15])[N:6]([CH2:20][C:19]#[CH:18])[C:7]2([CH2:9][CH2:10][CH2:11][CH2:12][CH2:13][CH2:14]2)[N:8]=1)([CH3:3])[CH3:2]. The catalyst class is: 3. (3) Reactant: [CH3:1][C:2]1[N:3]([CH2:30][C:31]([O:33]CC)=[O:32])[C:4]2[CH2:5][C:6]([CH3:29])([CH3:28])[CH2:7][C:8](=[O:27])[C:9]=2[C:10]=1[S:11][C:12]1[CH:17]=[CH:16][C:15]([S:18]([N:21]2[CH2:26][CH2:25][O:24][CH2:23][CH2:22]2)(=[O:20])=[O:19])=[CH:14][CH:13]=1.[OH-].[Na+].Cl. Product: [CH3:1][C:2]1[N:3]([CH2:30][C:31]([OH:33])=[O:32])[C:4]2[CH2:5][C:6]([CH3:29])([CH3:28])[CH2:7][C:8](=[O:27])[C:9]=2[C:10]=1[S:11][C:12]1[CH:17]=[CH:16][C:15]([S:18]([N:21]2[CH2:26][CH2:25][O:24][CH2:23][CH2:22]2)(=[O:19])=[O:20])=[CH:14][CH:13]=1. The catalyst class is: 20. (4) Reactant: [Cl:1][C:2]1[C:3]2[C:4]3[C:5](=[C:20]([CH3:23])[O:21][N:22]=3)[C:6](=[O:19])[N:7]([C@H:12]3[CH2:17][CH2:16][CH2:15][C@@H:14]([NH2:18])[CH2:13]3)[C:8]=2[CH:9]=[CH:10][CH:11]=1.[OH-].[Na+].[C:26]1([N:32]=[C:33]=[O:34])[CH:31]=[CH:30][CH:29]=[CH:28][CH:27]=1. Product: [Cl:1][C:2]1[C:3]2[C:4]3[C:5](=[C:20]([CH3:23])[O:21][N:22]=3)[C:6](=[O:19])[N:7]([C@H:12]3[CH2:17][CH2:16][CH2:15][C@@H:14]([NH:18][C:33]([NH:32][C:26]4[CH:31]=[CH:30][CH:29]=[CH:28][CH:27]=4)=[O:34])[CH2:13]3)[C:8]=2[CH:9]=[CH:10][CH:11]=1. The catalyst class is: 49. (5) Reactant: [C:1]1([C:7]2[CH:15]=[C:14]3[C:10]([CH2:11][C:12](=[O:16])[NH:13]3)=[CH:9][CH:8]=2)[CH:6]=[CH:5][CH:4]=[CH:3][CH:2]=1.[N:17]1([CH2:23][CH2:24][O:25][C:26]2[CH:27]=[C:28]3[C:32](=[CH:33][CH:34]=2)[NH:31][C:30]([CH:35]=O)=[CH:29]3)[CH2:22][CH2:21][O:20][CH2:19][CH2:18]1.N1CCCCC1. Product: [N:17]1([CH2:23][CH2:24][O:25][C:26]2[CH:27]=[C:28]3[C:32](=[CH:33][CH:34]=2)[NH:31][C:30]([CH:35]=[C:11]2[C:10]4[C:14](=[CH:15][C:7]([C:1]5[CH:2]=[CH:3][CH:4]=[CH:5][CH:6]=5)=[CH:8][CH:9]=4)[NH:13][C:12]2=[O:16])=[CH:29]3)[CH2:18][CH2:19][O:20][CH2:21][CH2:22]1. The catalyst class is: 8. (6) Reactant: C([O:8][C:9]1[CH:10]=[C:11]([CH:20]([OH:28])[C:21]2[CH:26]=[CH:25][C:24]([CH3:27])=[CH:23][CH:22]=2)[CH:12]=[C:13]2[C:18]=1[N:17]=[CH:16][NH:15][C:14]2=[O:19])C1C=CC=CC=1.B(Br)(Br)Br. The catalyst class is: 4. Product: [OH:8][C:9]1[CH:10]=[C:11]([CH:20]([OH:28])[C:21]2[CH:26]=[CH:25][C:24]([CH3:27])=[CH:23][CH:22]=2)[CH:12]=[C:13]2[C:18]=1[N:17]=[CH:16][NH:15][C:14]2=[O:19]. (7) Reactant: [Br:1][C:2]1[N:10]=[C:5]2[CH:6]=[N:7][NH:8][CH:9]=[C:4]2[N:3]=1.C([O-])([O-])=O.[K+].[K+].[F:17][C:18]([F:37])([F:36])[C:19]1[CH:24]=[C:23]([C:25]([F:28])([F:27])[F:26])[CH:22]=[CH:21][C:20]=1[C:29]1[CH:33]=[C:32]([CH2:34]Cl)[O:31][N:30]=1.O. Product: [F:37][C:18]([F:17])([F:36])[C:19]1[CH:24]=[C:23]([C:25]([F:28])([F:26])[F:27])[CH:22]=[CH:21][C:20]=1[C:29]1[CH:33]=[C:32]([CH2:34][N:7]2[CH:6]=[C:5]3[N:10]=[C:2]([Br:1])[N:3]=[C:4]3[CH:9]=[N:8]2)[O:31][N:30]=1. The catalyst class is: 3. (8) Reactant: [C:1](Cl)(=[O:5])/[CH:2]=[CH:3]/[CH3:4].[Cl:7][C:8]1[CH:16]=[C:15]2[C:11]([C:12]([NH2:17])=[N:13][NH:14]2)=[CH:10][CH:9]=1. Product: [Cl:7][C:8]1[CH:16]=[C:15]2[C:11]([C:12]([NH:17][C:1](=[O:5])[CH:2]=[CH:3][CH3:4])=[N:13][NH:14]2)=[CH:10][CH:9]=1. The catalyst class is: 17.